The task is: Predict the product of the given reaction.. This data is from Forward reaction prediction with 1.9M reactions from USPTO patents (1976-2016). Given the reactants C[O:2][C:3]([C:5]1([O:8][C:9]2[C:14]([O:15][CH3:16])=[C:13]([Cl:17])[N:12]=[C:11]([Cl:18])[N:10]=2)[CH2:7][CH2:6]1)=O.CC(C[AlH]CC(C)C)C, predict the reaction product. The product is: [Cl:18][C:11]1[N:10]=[C:9]([O:8][C:5]2([CH2:3][OH:2])[CH2:6][CH2:7]2)[C:14]([O:15][CH3:16])=[C:13]([Cl:17])[N:12]=1.